This data is from Peptide-MHC class I binding affinity with 185,985 pairs from IEDB/IMGT. The task is: Regression. Given a peptide amino acid sequence and an MHC pseudo amino acid sequence, predict their binding affinity value. This is MHC class I binding data. (1) The peptide sequence is DPKKTGGPI. The MHC is HLA-A30:01 with pseudo-sequence HLA-A30:01. The binding affinity (normalized) is 0.523. (2) The peptide sequence is GLGQVPLIV. The MHC is HLA-A02:01 with pseudo-sequence HLA-A02:01. The binding affinity (normalized) is 0.426. (3) The peptide sequence is GIVSSMHYK. The MHC is HLA-B15:01 with pseudo-sequence HLA-B15:01. The binding affinity (normalized) is 0.0847.